Dataset: Catalyst prediction with 721,799 reactions and 888 catalyst types from USPTO. Task: Predict which catalyst facilitates the given reaction. Reactant: [O:1]=[O+][O-].[CH2:4]([C:7]1[CH:16]=[CH:15][C:10]2[C:11](=[O:14])[O:12][CH2:13][C:9]=2[C:8]=1[Cl:17])[CH:5]=C.CSC. Product: [Cl:17][C:8]1[C:9]2[CH2:13][O:12][C:11](=[O:14])[C:10]=2[CH:15]=[CH:16][C:7]=1[CH2:4][CH:5]=[O:1]. The catalyst class is: 5.